From a dataset of Reaction yield outcomes from USPTO patents with 853,638 reactions. Predict the reaction yield, written as a fraction of the theoretical maximum amount of product (1.0 means a 100% yield; for example, 0.34 means a 34% yield). (1) The reactants are [C:1]([OH:10])(=[O:9])[CH2:2][CH2:3][CH2:4][CH2:5][C:6]([OH:8])=[O:7].[N:11]1([CH2:16][CH2:17][CH2:18][N:19]2[CH2:24][CH2:23][CH:22]([CH2:25][NH2:26])[CH2:21][CH2:20]2)[CH:15]=[CH:14][N:13]=[N:12]1.C(OCC)C. The catalyst is C(O)C. The product is [C:1]([OH:10])(=[O:9])[CH2:2][CH2:3][CH2:4][CH2:5][C:6]([OH:8])=[O:7].[N:11]1([CH2:16][CH2:17][CH2:18][N:19]2[CH2:20][CH2:21][CH:22]([CH2:25][NH2:26])[CH2:23][CH2:24]2)[CH:15]=[CH:14][N:13]=[N:12]1. The yield is 0.840. (2) The reactants are [F:1][C:2]1[CH:3]=[CH:4][C:5]([OH:18])=[C:6]([C:8](=[O:17])[CH2:9][C:10]2[CH:15]=[CH:14][CH:13]=[C:12]([F:16])[CH:11]=2)[CH:7]=1.CN(C(ON1N=NC2C=CC=NC1=2)=[N+](C)C)C.F[P-](F)(F)(F)(F)F.[CH2:43]([O:50][C@H:51]([CH3:55])[C:52](O)=O)[C:44]1[CH:49]=[CH:48][CH:47]=[CH:46][CH:45]=1.C(N(CC)CC)C. The catalyst is ClCCl. The product is [CH2:43]([O:50][C@@H:51]([C:55]1[O:18][C:5]2[C:6]([C:8](=[O:17])[C:9]=1[C:10]1[CH:15]=[CH:14][CH:13]=[C:12]([F:16])[CH:11]=1)=[CH:7][C:2]([F:1])=[CH:3][CH:4]=2)[CH3:52])[C:44]1[CH:49]=[CH:48][CH:47]=[CH:46][CH:45]=1. The yield is 0.630. (3) The reactants are [Cl-].O[NH3+:3].[C:4](=[O:7])([O-])[OH:5].[Na+].CS(C)=O.[CH2:13]([C:15]1[N:16]=[C:17]([CH2:47][CH2:48][CH3:49])[N:18]([CH2:32][C:33]2[CH:38]=[CH:37][C:36]([C:39]3[C:40]([C:45]#[N:46])=[CH:41][CH:42]=[CH:43][CH:44]=3)=[CH:35][CH:34]=2)[C:19](=[O:31])[C:20]=1[C:21]1[CH:26]=[CH:25][C:24]([O:27][CH2:28][CH2:29][CH3:30])=[CH:23][CH:22]=1)[CH3:14]. The catalyst is O. The product is [CH2:13]([C:15]1[N:16]=[C:17]([CH2:47][CH2:48][CH3:49])[N:18]([CH2:32][C:33]2[CH:34]=[CH:35][C:36]([C:39]3[CH:44]=[CH:43][CH:42]=[CH:41][C:40]=3[C:45]3[NH:3][C:4](=[O:7])[O:5][N:46]=3)=[CH:37][CH:38]=2)[C:19](=[O:31])[C:20]=1[C:21]1[CH:22]=[CH:23][C:24]([O:27][CH2:28][CH2:29][CH3:30])=[CH:25][CH:26]=1)[CH3:14]. The yield is 0.660. (4) The reactants are [Cl:1][C:2]1[CH:3]=[C:4]([NH:11][C:12]2[CH:17]=[CH:16][CH:15]=[C:14]([N:18]3[CH2:22][CH2:21][CH2:20][CH2:19]3)[N:13]=2)[C:5]2[N:6]([CH:8]=[CH:9][N:10]=2)[N:7]=1.[C:23]1(B(O)O)[CH:28]=[CH:27][CH:26]=[CH:25][CH:24]=1.CC(C1C=C(C(C)C)C(C2C=CC=CC=2P(C2CCCCC2)C2CCCCC2)=C(C(C)C)C=1)C.C([O-])([O-])=O.[K+].[K+]. The catalyst is O1CCOCC1.O.CO.Cl.C1C=CC(/C=C/C(/C=C/C2C=CC=CC=2)=O)=CC=1.C1C=CC(/C=C/C(/C=C/C2C=CC=CC=2)=O)=CC=1.C1C=CC(/C=C/C(/C=C/C2C=CC=CC=2)=O)=CC=1.[Pd].[Pd]. The product is [ClH:1].[C:23]1([C:2]2[CH:3]=[C:4]([NH:11][C:12]3[CH:17]=[CH:16][CH:15]=[C:14]([N:18]4[CH2:22][CH2:21][CH2:20][CH2:19]4)[N:13]=3)[C:5]3[N:6]([CH:8]=[CH:9][N:10]=3)[N:7]=2)[CH:28]=[CH:27][CH:26]=[CH:25][CH:24]=1. The yield is 0.780. (5) The reactants are [C:1]([N:5]1[C:9](=[O:10])[C:8]([NH:11][CH2:12][C:13]([OH:15])=[O:14])=[C:7]([C:16]2[CH:21]=[CH:20][CH:19]=[CH:18][CH:17]=2)[S:6]1(=[O:23])=[O:22])([CH3:4])([CH3:3])[CH3:2].[CH3:24][O:25][C:26]1[CH:31]=[CH:30][C:29]([CH2:32]O)=[CH:28][CH:27]=1.C(Cl)CCl.C([O-])([O-])=O.[K+].[K+]. The catalyst is CN(C1C=CN=CC=1)C.C(Cl)Cl.CN(C=O)C. The product is [C:1]([N:5]1[C:9](=[O:10])[C:8]([NH:11][CH2:12][C:13]([O:15][CH2:32][C:29]2[CH:30]=[CH:31][C:26]([O:25][CH3:24])=[CH:27][CH:28]=2)=[O:14])=[C:7]([C:16]2[CH:21]=[CH:20][CH:19]=[CH:18][CH:17]=2)[S:6]1(=[O:23])=[O:22])([CH3:4])([CH3:2])[CH3:3]. The yield is 0.170. (6) The reactants are [CH2:1]([NH:8][C:9]1[CH:14]=[CH:13][C:12]([CH2:15][C:16](Cl)=[N:17][OH:18])=[CH:11][CH:10]=1)[C:2]1[CH:7]=[CH:6][CH:5]=[CH:4][CH:3]=1.[C:20]([C:22]1[C:23]([NH2:29])=[N:24][C:25]([NH2:28])=[CH:26][CH:27]=1)#[CH:21].C(N(CC)CC)C. The catalyst is O1CCCC1. The product is [CH2:1]([NH:8][C:9]1[CH:14]=[CH:13][C:12]([CH2:15][C:16]2[CH:21]=[C:20]([C:22]3[C:23]([NH2:29])=[N:24][C:25]([NH2:28])=[CH:26][CH:27]=3)[O:18][N:17]=2)=[CH:11][CH:10]=1)[C:2]1[CH:7]=[CH:6][CH:5]=[CH:4][CH:3]=1. The yield is 0.0840. (7) The reactants are [F:1][C:2]1[CH:3]=[C:4]2[C:8](=[CH:9][CH:10]=1)[NH:7][C:6](=[O:11])[CH2:5]2.[Li+].C[Si]([N-][Si](C)(C)C)(C)C.C1COCC1.O=[C:28]1[C:36]2[C:31](=[CH:32][C:33]([CH2:37][CH2:38][C:39]([OH:41])=[O:40])=[CH:34][CH:35]=2)[CH2:30][O:29]1.S(=O)(=O)(O)O. The catalyst is C1COCC1.O. The product is [F:1][C:2]1[CH:3]=[C:4]2[C:8](=[CH:9][CH:10]=1)[NH:7][C:6](=[O:11])[C:5]2=[C:28]1[C:36]2[C:31](=[CH:32][C:33]([CH2:37][CH2:38][C:39]([OH:41])=[O:40])=[CH:34][CH:35]=2)[CH2:30][O:29]1. The yield is 0.590. (8) The reactants are N[C:2]1[CH:11]=[C:10]([Br:12])[CH:9]=[CH:8][C:3]=1[C:4](OC)=[O:5].N([O-])=O.[Na+].[S:17](=[O:19])=[O:18].[OH-].[NH4+:21]. The catalyst is Cl.O.O1CCCC1.[Cu]Cl. The product is [Br:12][C:10]1[CH:9]=[CH:8][C:3]2[C:4](=[O:5])[NH:21][S:17](=[O:19])(=[O:18])[C:2]=2[CH:11]=1. The yield is 0.100. (9) The reactants are Cl.[F:2][C:3]1[CH:8]=[CH:7][C:6]([C:9]2[N:10]=[C:11]3[N:15]([C:16]=2[C:17]2[CH:22]=[CH:21][N:20]=[C:19]([NH:23][CH:24]4[CH2:29][CH2:28][NH:27][CH2:26][CH2:25]4)[N:18]=2)[CH:14]=[CH:13][S:12]3)=[CH:5][C:4]=1[O:30][CH3:31].CCN(C(C)C)C(C)C.[CH:41]1([S:44](Cl)(=[O:46])=[O:45])[CH2:43][CH2:42]1. The catalyst is C(Cl)Cl. The product is [CH:41]1([S:44]([N:27]2[CH2:26][CH2:25][CH:24]([NH:23][C:19]3[N:18]=[C:17]([C:16]4[N:15]5[C:11]([S:12][CH:13]=[CH:14]5)=[N:10][C:9]=4[C:6]4[CH:7]=[CH:8][C:3]([F:2])=[C:4]([O:30][CH3:31])[CH:5]=4)[CH:22]=[CH:21][N:20]=3)[CH2:29][CH2:28]2)(=[O:46])=[O:45])[CH2:43][CH2:42]1. The yield is 0.960. (10) The reactants are [SH:1][C:2]1[CH:3]=[C:4]([CH:10]=[CH:11][CH:12]=1)[C:5]([O:7][CH2:8][CH3:9])=[O:6].C1C(=O)N(Cl)C(=O)C1.[Cl:21][C:22]1[C:30]([F:31])=[C:29]2[C:25]([CH:26]=[CH:27][N:28]2[C:32]2[CH:33]=[N:34][N:35]([CH2:37][CH2:38][CH3:39])[CH:36]=2)=[CH:24][CH:23]=1. The catalyst is C(Cl)Cl.O. The product is [Cl:21][C:22]1[C:30]([F:31])=[C:29]2[C:25]([C:26]([S:1][C:2]3[CH:3]=[C:4]([CH:10]=[CH:11][CH:12]=3)[C:5]([O:7][CH2:8][CH3:9])=[O:6])=[CH:27][N:28]2[C:32]2[CH:33]=[N:34][N:35]([CH2:37][CH2:38][CH3:39])[CH:36]=2)=[CH:24][CH:23]=1. The yield is 0.610.